From a dataset of Forward reaction prediction with 1.9M reactions from USPTO patents (1976-2016). Predict the product of the given reaction. (1) Given the reactants C(O[BH-](OC(=O)C)OC(=O)C)(=O)C.[Na+].[NH:15]1[C:23]2[CH:22]=[CH:21][CH:20]=[C:19]([CH:24]=O)[C:18]=2[CH:17]=[CH:16]1.[NH:26]1[CH2:29][CH2:28][CH2:27]1, predict the reaction product. The product is: [N:26]1([CH2:24][C:19]2[CH:20]=[CH:21][CH:22]=[C:23]3[C:18]=2[CH:17]=[CH:16][NH:15]3)[CH2:29][CH2:28][CH2:27]1. (2) Given the reactants [CH:1]1([CH2:4][NH:5][C:6]2[N:11]=[CH:10][C:9]([C:12]3[N:13]=[N:14][N:15]([C:17]4[CH:18]=[C:19]([CH:23]=[CH:24][C:25]=4[CH3:26])[C:20]([OH:22])=O)[CH:16]=3)=[CH:8][CH:7]=2)[CH2:3][CH2:2]1.[C:27]([C:31]1[CH:32]=[C:33]([NH2:38])[C:34]([CH3:37])=[N:35][CH:36]=1)([CH3:30])([CH3:29])[CH3:28], predict the reaction product. The product is: [C:27]([C:31]1[CH:32]=[C:33]([NH:38][C:20](=[O:22])[C:19]2[CH:23]=[CH:24][C:25]([CH3:26])=[C:17]([N:15]3[CH:16]=[C:12]([C:9]4[CH:10]=[N:11][C:6]([NH:5][CH2:4][CH:1]5[CH2:3][CH2:2]5)=[CH:7][CH:8]=4)[N:13]=[N:14]3)[CH:18]=2)[C:34]([CH3:37])=[N:35][CH:36]=1)([CH3:30])([CH3:29])[CH3:28]. (3) The product is: [F:7][C:8]1[CH:13]=[CH:12][C:11]([C:14]2[CH:15]=[C:16]3[C:20]([NH:19][CH:18]=[C:17]3[CH2:23][CH2:24][NH2:25])=[CH:21][CH:22]=2)=[CH:10][CH:9]=1. Given the reactants [H-].[H-].[H-].[H-].[Li+].[Al+3].[F:7][C:8]1[CH:13]=[CH:12][C:11]([C:14]2[CH:15]=[C:16]3[C:20](=[CH:21][CH:22]=2)[NH:19][CH:18]=[C:17]3[CH:23]=[CH:24][N+:25]([O-])=O)=[CH:10][CH:9]=1, predict the reaction product. (4) Given the reactants Br[C:2]1[N:7]=[C:6]([CH3:8])[C:5]([N+:9]([O-:11])=[O:10])=[CH:4][CH:3]=1.[CH2:12]([CH2:14][NH2:15])[OH:13], predict the reaction product. The product is: [CH3:8][C:6]1[N:7]=[C:2]([NH:15][CH2:14][CH2:12][OH:13])[CH:3]=[CH:4][C:5]=1[N+:9]([O-:11])=[O:10].